From a dataset of Full USPTO retrosynthesis dataset with 1.9M reactions from patents (1976-2016). Predict the reactants needed to synthesize the given product. Given the product [Br:1][C:2]1[CH:7]=[CH:6][C:5]([CH2:8][C:9]([O:11][CH3:17])=[O:10])=[C:4]([CH3:12])[CH:3]=1, predict the reactants needed to synthesize it. The reactants are: [Br:1][C:2]1[CH:7]=[CH:6][C:5]([CH2:8][C:9]([OH:11])=[O:10])=[C:4]([CH3:12])[CH:3]=1.O=S(Cl)Cl.[CH3:17]O.